From a dataset of Full USPTO retrosynthesis dataset with 1.9M reactions from patents (1976-2016). Predict the reactants needed to synthesize the given product. (1) Given the product [N:1]1[CH:6]=[CH:5][CH:4]=[C:3]([CH2:7][NH:8][C:9]([C:11]2[S:15][C:14]([C:16]3[CH:20]=[CH:19][N:18]([CH2:23][C:24]4[CH:29]=[C:28]([F:30])[CH:27]=[C:26]([F:31])[CH:25]=4)[N:17]=3)=[N:13][C:12]=2[CH3:21])=[O:10])[CH:2]=1, predict the reactants needed to synthesize it. The reactants are: [N:1]1[CH:6]=[CH:5][CH:4]=[C:3]([CH2:7][NH:8][C:9]([C:11]2[S:15][C:14]([C:16]3[NH:17][N:18]=[CH:19][CH:20]=3)=[N:13][C:12]=2[CH3:21])=[O:10])[CH:2]=1.Br[CH2:23][C:24]1[CH:29]=[C:28]([F:30])[CH:27]=[C:26]([F:31])[CH:25]=1. (2) Given the product [C:30]([O:29][C:27]([N:25]1[CH2:26][CH:23]([O:1][CH2:2][C@@H:3]2[CH2:8][CH2:7][N:6]([C:9]([O:11][C:12]3([CH3:15])[CH2:14][CH2:13]3)=[O:10])[CH2:5][C@@H:4]2[O:16][CH3:17])[CH2:24]1)=[O:28])([CH3:33])([CH3:31])[CH3:32], predict the reactants needed to synthesize it. The reactants are: [OH:1][CH2:2][C@@H:3]1[CH2:8][CH2:7][N:6]([C:9]([O:11][C:12]2([CH3:15])[CH2:14][CH2:13]2)=[O:10])[CH2:5][C@@H:4]1[O:16][CH3:17].CS(O[CH:23]1[CH2:26][N:25]([C:27]([O:29][C:30]([CH3:33])([CH3:32])[CH3:31])=[O:28])[CH2:24]1)(=O)=O.[H-].[Na+].[NH4+].[Cl-].